The task is: Predict the reaction yield, written as a fraction of the theoretical maximum amount of product (1.0 means a 100% yield; for example, 0.34 means a 34% yield).. This data is from Reaction yield outcomes from USPTO patents with 853,638 reactions. (1) The reactants are C(O[C:4](=[O:19])[CH:5]([C:12]1[CH:17]=[CH:16][CH:15]=[C:14]([Cl:18])[CH:13]=1)[CH2:6][CH:7]1[CH2:11][CH2:10][CH2:9][CH2:8]1)C.[CH3:20][NH:21][C:22]([NH2:24])=[O:23].C[O-].[Mg+2].C[O-].CO. No catalyst specified. The product is [Cl:18][C:14]1[CH:13]=[C:12]([CH:5]([CH2:6][CH:7]2[CH2:8][CH2:9][CH2:10][CH2:11]2)[C:4]([NH:24][C:22]([NH:21][CH3:20])=[O:23])=[O:19])[CH:17]=[CH:16][CH:15]=1. The yield is 0.0800. (2) The reactants are [CH:1]1[C:11]2[CH2:10][CH2:9][C:8]3[CH:12]=[CH:13][CH:14]=[CH:15][C:7]=3[NH:6][C:5]=2[CH:4]=[CH:3][CH:2]=1.[NH2-].[Na+].[CH2:18]([C@H:20]1[O:22][CH2:21]1)Cl.Cl. The catalyst is C1(C)C=CC=CC=1. The product is [O:22]1[CH2:21][C@H:20]1[CH2:18][N:6]1[C:7]2[CH:15]=[CH:14][CH:13]=[CH:12][C:8]=2[CH2:9][CH2:10][C:11]2[CH:1]=[CH:2][CH:3]=[CH:4][C:5]1=2. The yield is 0.290. (3) The reactants are [C:1](=[S:16])(OC1C=CC=CN=1)OC1C=CC=CN=1.[Br:17][C:18]1[CH:19]=[C:20]([CH:24]([C:26]2[CH:31]=[CH:30][N:29]=[CH:28][CH:27]=2)[NH2:25])[CH:21]=[CH:22][CH:23]=1. The catalyst is ClCCl. The product is [Br:17][C:18]1[CH:19]=[C:20]([CH:24]([N:25]=[C:1]=[S:16])[C:26]2[CH:27]=[CH:28][N:29]=[CH:30][CH:31]=2)[CH:21]=[CH:22][CH:23]=1. The yield is 0.860. (4) The reactants are [O:1]1[C:5]2[CH:6]=[CH:7][CH:8]=[CH:9][C:4]=2[N:3]=[C:2]1[C:10]1[CH:18]=[CH:17][C:13]([C:14]([OH:16])=O)=[CH:12][CH:11]=1.FC(F)(F)C(O)=O.[CH3:26][NH:27][C@@H:28]1[CH2:32][CH2:31][C@H:30]([C:33]2[O:34][C:35]([CH2:38][CH2:39][CH3:40])=[N:36][N:37]=2)[CH2:29]1.Cl.CN(C)CCCN=C=NCC.ON1C2C=CC=CC=2N=N1.CN1CCOCC1. The catalyst is CN(C)C=O. The product is [O:1]1[C:5]2[CH:6]=[CH:7][CH:8]=[CH:9][C:4]=2[N:3]=[C:2]1[C:10]1[CH:11]=[CH:12][C:13]([C:14]([N:27]([CH3:26])[C@@H:28]2[CH2:32][CH2:31][C@H:30]([C:33]3[O:34][C:35]([CH2:38][CH2:39][CH3:40])=[N:36][N:37]=3)[CH2:29]2)=[O:16])=[CH:17][CH:18]=1. The yield is 0.263. (5) The reactants are [N:1]1[N:5]2[CH:6]=[CH:7][CH:8]=[C:9]([C:10]([OH:12])=[O:11])[C:4]2=[CH:3][CH:2]=1.C[Si](C)(C)[N-][Si](C)(C)C.[Li+].[I:23]I.Cl. The catalyst is C1COCC1. The product is [I:23][C:6]1[N:5]2[N:1]=[CH:2][CH:3]=[C:4]2[C:9]([C:10]([OH:12])=[O:11])=[CH:8][CH:7]=1. The yield is 0.970.